The task is: Predict which catalyst facilitates the given reaction.. This data is from Catalyst prediction with 721,799 reactions and 888 catalyst types from USPTO. Reactant: [F:1][C:2]1([F:33])[CH2:7][CH2:6][CH:5]([NH:8][C:9]2[N:14]=[C:13]([NH:15][C:16]3[CH:21]=[C:20]([F:22])[CH:19]=[C:18]([F:23])[CH:17]=3)[N:12]=[C:11]([C:24]3[C:29]([F:30])=[CH:28][CH:27]=[C:26]([NH:31]N)[N:25]=3)[N:10]=2)[CH2:4][CH2:3]1. Product: [NH2:31][C:26]1[N:25]=[C:24]([C:11]2[N:10]=[C:9]([NH:8][CH:5]3[CH2:6][CH2:7][C:2]([F:1])([F:33])[CH2:3][CH2:4]3)[N:14]=[C:13]([NH:15][C:16]3[CH:17]=[C:18]([F:23])[CH:19]=[C:20]([F:22])[CH:21]=3)[N:12]=2)[C:29]([F:30])=[CH:28][CH:27]=1. The catalyst class is: 94.